This data is from NCI-60 drug combinations with 297,098 pairs across 59 cell lines. The task is: Regression. Given two drug SMILES strings and cell line genomic features, predict the synergy score measuring deviation from expected non-interaction effect. (1) Drug 1: CC(C1=C(C=CC(=C1Cl)F)Cl)OC2=C(N=CC(=C2)C3=CN(N=C3)C4CCNCC4)N. Drug 2: CC1=C(C=C(C=C1)NC(=O)C2=CC=C(C=C2)CN3CCN(CC3)C)NC4=NC=CC(=N4)C5=CN=CC=C5. Cell line: SK-MEL-5. Synergy scores: CSS=-5.57, Synergy_ZIP=0.316, Synergy_Bliss=-12.0, Synergy_Loewe=-17.9, Synergy_HSA=-17.2. (2) Drug 1: CC12CCC(CC1=CCC3C2CCC4(C3CC=C4C5=CN=CC=C5)C)O. Drug 2: C1C(C(OC1N2C=NC3=C(N=C(N=C32)Cl)N)CO)O. Cell line: HS 578T. Synergy scores: CSS=10.4, Synergy_ZIP=1.62, Synergy_Bliss=5.83, Synergy_Loewe=1.93, Synergy_HSA=1.57. (3) Drug 1: C(CN)CNCCSP(=O)(O)O. Drug 2: CC12CCC3C(C1CCC2OP(=O)(O)O)CCC4=C3C=CC(=C4)OC(=O)N(CCCl)CCCl.[Na+]. Cell line: SN12C. Synergy scores: CSS=-0.795, Synergy_ZIP=1.65, Synergy_Bliss=0.660, Synergy_Loewe=-10.5, Synergy_HSA=-8.41. (4) Drug 1: CC12CCC(CC1=CCC3C2CCC4(C3CC=C4C5=CN=CC=C5)C)O. Drug 2: COCCOC1=C(C=C2C(=C1)C(=NC=N2)NC3=CC=CC(=C3)C#C)OCCOC.Cl. Cell line: OVCAR3. Synergy scores: CSS=24.5, Synergy_ZIP=-1.73, Synergy_Bliss=3.74, Synergy_Loewe=1.76, Synergy_HSA=5.48. (5) Drug 1: CCN(CC)CCNC(=O)C1=C(NC(=C1C)C=C2C3=C(C=CC(=C3)F)NC2=O)C. Drug 2: C(CC(=O)O)C(=O)CN.Cl. Cell line: UACC62. Synergy scores: CSS=0.712, Synergy_ZIP=-2.94, Synergy_Bliss=-3.41, Synergy_Loewe=-4.25, Synergy_HSA=-3.94. (6) Drug 1: CN1CCC(CC1)COC2=C(C=C3C(=C2)N=CN=C3NC4=C(C=C(C=C4)Br)F)OC. Drug 2: CC(CN1CC(=O)NC(=O)C1)N2CC(=O)NC(=O)C2. Cell line: HL-60(TB). Synergy scores: CSS=67.5, Synergy_ZIP=16.0, Synergy_Bliss=16.4, Synergy_Loewe=10.7, Synergy_HSA=11.4. (7) Drug 1: C1=C(C(=O)NC(=O)N1)F. Drug 2: CC1C(C(CC(O1)OC2CC(CC3=C2C(=C4C(=C3O)C(=O)C5=C(C4=O)C(=CC=C5)OC)O)(C(=O)CO)O)N)O.Cl. Cell line: U251. Synergy scores: CSS=49.6, Synergy_ZIP=-11.2, Synergy_Bliss=-11.1, Synergy_Loewe=-6.09, Synergy_HSA=-4.59. (8) Drug 1: CC1=C(C=C(C=C1)NC2=NC=CC(=N2)N(C)C3=CC4=NN(C(=C4C=C3)C)C)S(=O)(=O)N.Cl. Drug 2: CC1=C(N=C(N=C1N)C(CC(=O)N)NCC(C(=O)N)N)C(=O)NC(C(C2=CN=CN2)OC3C(C(C(C(O3)CO)O)O)OC4C(C(C(C(O4)CO)O)OC(=O)N)O)C(=O)NC(C)C(C(C)C(=O)NC(C(C)O)C(=O)NCCC5=NC(=CS5)C6=NC(=CS6)C(=O)NCCC[S+](C)C)O. Cell line: MOLT-4. Synergy scores: CSS=7.37, Synergy_ZIP=-2.37, Synergy_Bliss=-1.76, Synergy_Loewe=-1.99, Synergy_HSA=-1.35. (9) Drug 1: C1=CN(C(=O)N=C1N)C2C(C(C(O2)CO)O)O.Cl. Drug 2: N.N.Cl[Pt+2]Cl. Cell line: SN12C. Synergy scores: CSS=37.5, Synergy_ZIP=-9.55, Synergy_Bliss=-0.883, Synergy_Loewe=0.980, Synergy_HSA=1.01.